Dataset: Reaction yield outcomes from USPTO patents with 853,638 reactions. Task: Predict the reaction yield, written as a fraction of the theoretical maximum amount of product (1.0 means a 100% yield; for example, 0.34 means a 34% yield). The reactants are [Br:1][C:2]1[S:18][C:5]2[N:6]([CH2:16][CH3:17])[CH:7]=[C:8]([C:11]([O:13]CC)=O)[C:9](=[O:10])[C:4]=2[CH:3]=1.[Cl:19][C:20]1[CH:27]=[CH:26][C:23]([CH2:24][NH2:25])=[CH:22][CH:21]=1. The catalyst is C1(C)C=CC=CC=1. The product is [Br:1][C:2]1[S:18][C:5]2[N:6]([CH2:16][CH3:17])[CH:7]=[C:8]([C:11]([NH:25][CH2:24][C:23]3[CH:26]=[CH:27][C:20]([Cl:19])=[CH:21][CH:22]=3)=[O:13])[C:9](=[O:10])[C:4]=2[CH:3]=1. The yield is 0.590.